From a dataset of Reaction yield outcomes from USPTO patents with 853,638 reactions. Predict the reaction yield, written as a fraction of the theoretical maximum amount of product (1.0 means a 100% yield; for example, 0.34 means a 34% yield). The reactants are [N:1]1([CH:6]2[CH2:15][CH2:14][C:13]([CH3:17])([CH3:16])[C:12]3[CH:11]=[C:10]([C:18]#[C:19][C:20]4[CH:28]=[CH:27][C:23]([C:24]([O-:26])=[O:25])=[CH:22][CH:21]=4)[CH:9]=[CH:8][C:7]2=3)[CH:5]=[CH:4][N:3]=[CH:2]1.[OH-].[Na+]. The catalyst is C(O)C.O1CCCC1. The product is [N:1]1([CH:6]2[CH2:15][CH2:14][C:13]([CH3:17])([CH3:16])[C:12]3[CH:11]=[C:10]([C:18]#[C:19][C:20]4[CH:21]=[CH:22][C:23]([C:24]([OH:26])=[O:25])=[CH:27][CH:28]=4)[CH:9]=[CH:8][C:7]2=3)[CH:5]=[CH:4][N:3]=[CH:2]1. The yield is 0.870.